From a dataset of Forward reaction prediction with 1.9M reactions from USPTO patents (1976-2016). Predict the product of the given reaction. (1) Given the reactants C(N(S(F)(F)[F:7])CC)C.C(=O)=O.CC(C)=O.O[C:18]1([C:31]2[CH:36]=[CH:35][CH:34]=[CH:33][CH:32]=2)[CH2:23][CH2:22][N:21]([C:24]([O:26][C:27]([CH3:30])([CH3:29])[CH3:28])=[O:25])[CH2:20][CH2:19]1.ClC1C=C(C=CC=1)C(OO)=O, predict the reaction product. The product is: [C:27]([O:26][C:24]([N:21]1[CH2:22][CH2:23][C:18]([F:7])([C:31]2[CH:36]=[CH:35][CH:34]=[CH:33][CH:32]=2)[CH2:19][CH2:20]1)=[O:25])([CH3:30])([CH3:29])[CH3:28]. (2) Given the reactants BrC1C=CC(OCC)=CC=1C=O.P([O-])(OCC)OCC.[Br:21][C:22]1[CH:27]=[CH:26][C:25]([O:28][CH2:29][CH3:30])=[CH:24][C:23]=1[CH:31]([OH:40])[P:32](=[O:39])([O:36][CH2:37][CH3:38])[O:33][CH2:34][CH3:35].[Cr](Cl)([O-])(=O)=O.[NH+]1C=CC=CC=1, predict the reaction product. The product is: [Br:21][C:22]1[CH:27]=[CH:26][C:25]([O:28][CH2:29][CH3:30])=[CH:24][C:23]=1[C:31]([P:32](=[O:39])([O:33][CH2:34][CH3:35])[O:36][CH2:37][CH3:38])=[O:40]. (3) Given the reactants [CH:1]1([CH2:4][C:5]([NH:7][C:8]2C(Cl)=N[CH:11]=[N:12][C:13]=2Cl)=O)[CH2:3][CH2:2]1.N[C:17]([NH2:19])=[S:18].C(O)=[O:21], predict the reaction product. The product is: [CH:1]1([CH2:4][C:5]2[S:18][C:17]3[N:19]=[CH:11][N:12]=[C:13]([OH:21])[C:8]=3[N:7]=2)[CH2:3][CH2:2]1. (4) Given the reactants C[O:2][C:3]1[CH:8]=[CH:7][C:6]([C:9]2[N:13]([C:14]3[S:15][CH:16]=[CH:17][CH:18]=3)[C:12]3[CH:19]=[CH:20][CH:21]=[CH:22][C:11]=3[N:10]=2)=[CH:5][CH:4]=1.CC(C)=O.C(OCC)C, predict the reaction product. The product is: [S:15]1[CH:16]=[CH:17][CH:18]=[C:14]1[N:13]1[C:12]2[CH:19]=[CH:20][CH:21]=[CH:22][C:11]=2[N:10]=[C:9]1[C:6]1[CH:5]=[CH:4][C:3]([OH:2])=[CH:8][CH:7]=1. (5) Given the reactants [CH:1]([C:4](=[CH2:19])[C:5]([C:7]1[S:8][CH:9]=[C:10]([C:12]2[CH:17]=[C:16](C)[CH:15]=[CH:14][CH:13]=2)[CH:11]=1)=[O:6])([CH3:3])[CH3:2].[CH3:20]S(O)(=O)=O.O=P12OP3(OP(OP(O3)(O1)=O)(=O)O2)=O, predict the reaction product. The product is: [CH3:20][C:9]1[S:8][C:7]2[C:5](=[O:6])[CH:4]([CH:1]([CH3:2])[CH3:3])[CH2:19][C:11]=2[C:10]=1[C:12]1[CH:13]=[CH:14][CH:15]=[CH:16][CH:17]=1. (6) Given the reactants [C:1]([O:5][C:6]([NH:8][C@@H:9]([CH2:14][CH2:15][CH2:16][CH2:17][CH2:18][C:19]([O:21][C:22]([CH3:25])([CH3:24])[CH3:23])=[O:20])[C:10]([O:12]C)=[O:11])=[O:7])([CH3:4])([CH3:3])[CH3:2].O[Li].O.Cl, predict the reaction product. The product is: [C:22]([O:21][C:19](=[O:20])[CH2:18][CH2:17][CH2:16][CH2:15][CH2:14][C@H:9]([NH:8][C:6]([O:5][C:1]([CH3:4])([CH3:3])[CH3:2])=[O:7])[C:10]([OH:12])=[O:11])([CH3:25])([CH3:24])[CH3:23].